Dataset: Peptide-MHC class I binding affinity with 185,985 pairs from IEDB/IMGT. Task: Regression. Given a peptide amino acid sequence and an MHC pseudo amino acid sequence, predict their binding affinity value. This is MHC class I binding data. (1) The peptide sequence is HINTLIQYR. The MHC is HLA-A33:01 with pseudo-sequence HLA-A33:01. The binding affinity (normalized) is 0.741. (2) The peptide sequence is KLHRYIDSM. The MHC is HLA-B18:01 with pseudo-sequence HLA-B18:01. The binding affinity (normalized) is 0.0847.